The task is: Predict the product of the given reaction.. This data is from Forward reaction prediction with 1.9M reactions from USPTO patents (1976-2016). (1) Given the reactants C([N-]C(C)C)(C)C.[Li+].[F:9][C:10]1[CH:15]=[CH:14][CH:13]=[CH:12][N:11]=1.CON(C)[C:19](=[O:26])[C:20]1[CH:25]=[CH:24][CH:23]=[CH:22][CH:21]=1, predict the reaction product. The product is: [C:19]([C:15]1[C:10]([F:9])=[N:11][CH:12]=[CH:13][CH:14]=1)(=[O:26])[C:20]1[CH:25]=[CH:24][CH:23]=[CH:22][CH:21]=1. (2) Given the reactants [CH3:1][CH2:2][O:3][C:4]([CH2:6][C:7]([C:9]1[CH:14]=[CH:13][CH:12]=[CH:11][CH:10]=1)=[O:8])=[O:5].[CH2:15](OCC)C, predict the reaction product. The product is: [OH:8][C@:7]([C:9]1[CH:10]=[CH:11][CH:12]=[CH:13][CH:14]=1)([CH3:15])[CH2:6][C:4]([O:3][CH2:2][CH3:1])=[O:5]. (3) Given the reactants [F:1][C:2]1[CH:21]=[CH:20][C:5]([CH2:6][O:7][CH2:8][C:9]([NH:11][CH2:12][CH2:13][CH2:14][CH2:15][CH2:16][C:17]([OH:19])=O)=[O:10])=[CH:4][CH:3]=1.[C:22]1([C@@H:28]([CH2:30][OH:31])[NH2:29])[CH:27]=[CH:26][CH:25]=[CH:24][CH:23]=1.C1C=CC2N(O)N=NC=2C=1.C(Cl)CCl, predict the reaction product. The product is: [F:1][C:2]1[CH:3]=[CH:4][C:5]([CH2:6][O:7][CH2:8][C:9]([NH:11][CH2:12][CH2:13][CH2:14][CH2:15][CH2:16][C:17]([NH:29][C@@H:28]([C:22]2[CH:27]=[CH:26][CH:25]=[CH:24][CH:23]=2)[CH2:30][OH:31])=[O:19])=[O:10])=[CH:20][CH:21]=1. (4) Given the reactants [N:1]([C@H:4]1[CH2:9][N:8]([C:10]([O:12][C:13]([CH3:16])([CH3:15])[CH3:14])=[O:11])[C@H:7]([C:17]([O:19][CH3:20])=[O:18])[CH2:6][CH2:5]1)=[N+]=[N-], predict the reaction product. The product is: [NH2:1][C@H:4]1[CH2:9][N:8]([C:10]([O:12][C:13]([CH3:14])([CH3:15])[CH3:16])=[O:11])[C@H:7]([C:17]([O:19][CH3:20])=[O:18])[CH2:6][CH2:5]1. (5) Given the reactants [F:1][C:2]([F:16])([F:15])[C:3]1[CH:4]=[C:5]([CH:8]=[C:9]([C:11]([F:14])([F:13])[F:12])[CH:10]=1)[CH:6]=O.[C@@H:17]1([NH2:27])[C:26]2[C:21](=[CH:22][CH:23]=[CH:24][CH:25]=2)[CH2:20][CH2:19][CH2:18]1, predict the reaction product. The product is: [F:1][C:2]([F:16])([F:15])[C:3]1[CH:4]=[C:5]([CH:8]=[C:9]([C:11]([F:14])([F:13])[F:12])[CH:10]=1)[CH2:6][NH:27][C@@H:17]1[C:26]2[C:21](=[CH:22][CH:23]=[CH:24][CH:25]=2)[CH2:20][CH2:19][CH2:18]1. (6) Given the reactants BrC1C(N2CCN(CC3C=NC=CC=3)CC2)=C2N=C(C3C=CC(CN)=CC=3)NC2=NC=1.[Br:32][C:33]1[C:34]([N:52]2[CH2:57][CH2:56][N:55]([CH2:58][C:59]3[CH:60]=[N:61][CH:62]=[CH:63][CH:64]=3)[CH2:54][CH2:53]2)=[C:35]2[N:41]=[C:40]([CH2:42][CH2:43][NH:44]C(=O)OC(C)(C)C)[NH:39][C:36]2=[N:37][CH:38]=1.C(O)(C(F)(F)F)=O, predict the reaction product. The product is: [Br:32][C:33]1[C:34]([N:52]2[CH2:57][CH2:56][N:55]([CH2:58][C:59]3[CH:60]=[N:61][CH:62]=[CH:63][CH:64]=3)[CH2:54][CH2:53]2)=[C:35]2[N:41]=[C:40]([CH2:42][CH2:43][NH2:44])[NH:39][C:36]2=[N:37][CH:38]=1. (7) Given the reactants [Cl:1][C:2]1[CH:7]=[CH:6][CH:5]=[CH:4][C:3]=1[C:8]1[CH:13]=[CH:12][N:11]=[CH:10][C:9]=1[NH:14]C(=O)C(C)(C)C, predict the reaction product. The product is: [Cl:1][C:2]1[CH:7]=[CH:6][CH:5]=[CH:4][C:3]=1[C:8]1[CH:13]=[CH:12][N:11]=[CH:10][C:9]=1[NH2:14].